Dataset: Catalyst prediction with 721,799 reactions and 888 catalyst types from USPTO. Task: Predict which catalyst facilitates the given reaction. (1) Reactant: [C:1]1([CH3:12])[CH:6]=[CH:5][CH:4]=[CH:3][C:2]=1/[CH:7]=[CH:8]/[C:9](O)=O.[CH2:13]([O:20][C:21]1[CH:22]=[C:23]([CH2:29][CH2:30][NH2:31])[CH:24]=[CH:25][C:26]=1[O:27][CH3:28])[C:14]1[CH:19]=[CH:18][CH:17]=[CH:16][CH:15]=1.CN(C(ON1N=NC2C=CC=NC1=2)=[N+](C)C)C.F[P-](F)(F)(F)(F)F.[BH4-].[Na+]. Product: [CH2:13]([O:20][C:21]1[CH:22]=[C:23]2[C:24](=[CH:25][C:26]=1[O:27][CH3:28])[CH:9](/[CH:8]=[CH:7]/[C:2]1[CH:3]=[CH:4][CH:5]=[CH:6][C:1]=1[CH3:12])[NH:31][CH2:30][CH2:29]2)[C:14]1[CH:15]=[CH:16][CH:17]=[CH:18][CH:19]=1. The catalyst class is: 271. (2) Reactant: C1(S([N:10]2[C:14]3=[N:15][CH:16]=[C:17]([Cl:19])[CH:18]=[C:13]3[C:12]([CH2:20][C:21]3[CH:22]=[CH:23][C:24]([NH:27][CH2:28][C:29]4[CH:30]=[N:31][CH:32]=[C:33]([F:35])[CH:34]=4)=[N:25][CH:26]=3)=[CH:11]2)(=O)=O)C=CC=CC=1.[F-].C([N+](CCCC)(CCCC)CCCC)CCC.O. Product: [Cl:19][C:17]1[CH:18]=[C:13]2[C:12]([CH2:20][C:21]3[CH:22]=[CH:23][C:24]([NH:27][CH2:28][C:29]4[CH:30]=[N:31][CH:32]=[C:33]([F:35])[CH:34]=4)=[N:25][CH:26]=3)=[CH:11][NH:10][C:14]2=[N:15][CH:16]=1. The catalyst class is: 7. (3) Reactant: [CH2:1]([O:3][C:4](=[O:12])[C:5]1[CH:10]=[CH:9][C:8]([OH:11])=[CH:7][CH:6]=1)[CH3:2].[H+].[B-](F)(F)(F)F.[Br:19]N1C(=O)CCC1=O. Product: [CH2:1]([O:3][C:4](=[O:12])[C:5]1[CH:10]=[CH:9][C:8]([OH:11])=[C:7]([Br:19])[CH:6]=1)[CH3:2]. The catalyst class is: 10. (4) Reactant: [F:1][C:2]1[CH:7]=[CH:6][C:5]([C:8]2[O:9][C:10]3[CH:20]=[CH:19][C:18]([C:21]4[CH:22]=[C:23]([CH:27]=[CH:28][CH:29]=4)[C:24](O)=[O:25])=[CH:17][C:11]=3[C:12]=2[C:13](=[O:16])[NH:14][CH3:15])=[CH:4][CH:3]=1.[Cl:30][C:31]1[CH:36]=[CH:35][C:34]([C@H:37]2[CH2:41][CH2:40][CH2:39][C@H:38]2[NH2:42])=[CH:33][CH:32]=1.CN(C(ON1N=NC2C=CC=NC1=2)=[N+](C)C)C.F[P-](F)(F)(F)(F)F.CCN(C(C)C)C(C)C. Product: [Cl:30][C:31]1[CH:32]=[CH:33][C:34]([C@H:37]2[CH2:41][CH2:40][CH2:39][C@H:38]2[NH:42][C:24]([C:23]2[CH:22]=[C:21]([C:18]3[CH:19]=[CH:20][C:10]4[O:9][C:8]([C:5]5[CH:6]=[CH:7][C:2]([F:1])=[CH:3][CH:4]=5)=[C:12]([C:13]([NH:14][CH3:15])=[O:16])[C:11]=4[CH:17]=3)[CH:29]=[CH:28][CH:27]=2)=[O:25])=[CH:35][CH:36]=1. The catalyst class is: 475. (5) Reactant: C(NC(C)C)(C)C.[Li]CCCC.[CH2:13]([O:20][C:21]1[CH:26]=[CH:25][C:24]([F:27])=[C:23]([F:28])[C:22]=1[F:29])[C:14]1[CH:19]=[CH:18][CH:17]=[CH:16][CH:15]=1.[C:30](=[O:32])=[O:31]. Product: [CH2:13]([O:20][C:21]1[C:22]([F:29])=[C:23]([F:28])[C:24]([F:27])=[C:25]([CH:26]=1)[C:30]([OH:32])=[O:31])[C:14]1[CH:15]=[CH:16][CH:17]=[CH:18][CH:19]=1. The catalyst class is: 1. (6) Reactant: S(O)(O)(=O)=O.[NH2:6][NH2:7].C(=O)([O-])[O-].[Na+].[Na+].Br[CH:15]1[C:24]2[C:19](=[CH:20][CH:21]=[CH:22][C:23]=2[N+:25]([O-:27])=[O:26])[C:17](=O)[O:16]1. Product: [N+:25]([C:23]1[CH:22]=[CH:21][CH:20]=[C:19]2[C:24]=1[CH:15]=[N:6][NH:7][C:17]2=[O:16])([O-:27])=[O:26]. The catalyst class is: 3.